This data is from Catalyst prediction with 721,799 reactions and 888 catalyst types from USPTO. The task is: Predict which catalyst facilitates the given reaction. (1) Reactant: [CH3:1][O:2][C:3]1[CH:8]=[C:7]([O:9][CH3:10])[CH:6]=[CH:5][C:4]=1[C:11]1[NH:12][C@@H:13]([CH:18]([CH3:20])[CH3:19])[C:14](=[O:17])[S:15][CH:16]=1.COC1C=C(OC)C=CC=1C1CSC(=O)[C@H](C(C)C)N=1.C([BH3-])#N.[Na+].C(O)(=O)C. Product: [CH3:1][O:2][C:3]1[CH:8]=[C:7]([O:9][CH3:10])[CH:6]=[CH:5][C:4]=1[C@H:11]1[NH:12][C@@H:13]([CH:18]([CH3:19])[CH3:20])[C:14](=[O:17])[S:15][CH2:16]1. The catalyst class is: 7. (2) The catalyst class is: 2. Reactant: C(N(CC)CC)C.[NH2:8][C:9]1[CH:14]=[CH:13][CH:12]=[CH:11][CH:10]=1.[CH2:15]([S:22](Cl)(=[O:24])=[O:23])[C:16]1[CH:21]=[CH:20][CH:19]=[CH:18][CH:17]=1.Cl. Product: [C:9]1([NH:8][S:22]([CH2:15][C:16]2[CH:21]=[CH:20][CH:19]=[CH:18][CH:17]=2)(=[O:24])=[O:23])[CH:14]=[CH:13][CH:12]=[CH:11][CH:10]=1. (3) Reactant: [C:1]([C:7]1[CH:8]=[C:9]([C:13]2[NH:14][CH:15]=[CH:16][N:17]=2)[CH:10]=[CH:11][CH:12]=1)#[C:2][CH2:3][CH2:4][CH2:5][CH3:6]. Product: [CH2:1]([C:7]1[CH:8]=[C:9]([C:13]2[NH:17][CH:16]=[CH:15][N:14]=2)[CH:10]=[CH:11][CH:12]=1)[CH2:2][CH2:3][CH2:4][CH2:5][CH3:6]. The catalyst class is: 19. (4) Reactant: Cl[S:2]([C:5]1[CH:14]=[CH:13][CH:12]=[CH:11][C:6]=1[C:7]([O:9][CH3:10])=[O:8])(=[O:4])=[O:3].[F:15][C:16]([F:25])([F:24])[C:17]1[CH:23]=[CH:22][CH:21]=[CH:20][C:18]=1[NH2:19]. Product: [CH3:10][O:9][C:7](=[O:8])[C:6]1[CH:11]=[CH:12][CH:13]=[CH:14][C:5]=1[S:2](=[O:4])(=[O:3])[NH:19][C:18]1[CH:20]=[CH:21][CH:22]=[CH:23][C:17]=1[C:16]([F:15])([F:24])[F:25]. The catalyst class is: 537. (5) Reactant: C([N:8]1[CH2:13][CH2:12][C:11]([OH:15])([OH:14])[C:10]([F:17])([F:16])[CH2:9]1)C1C=CC=CC=1.[C:26](O[C:26]([O:28][C:29]([CH3:32])([CH3:31])[CH3:30])=[O:27])([O:28][C:29]([CH3:32])([CH3:31])[CH3:30])=[O:27]. Product: [F:16][C:10]1([F:17])[C:11]([OH:15])([OH:14])[CH2:12][CH2:13][N:8]([C:26]([O:28][C:29]([CH3:30])([CH3:31])[CH3:32])=[O:27])[CH2:9]1. The catalyst class is: 63. (6) Reactant: [CH3:1][O:2][C:3]1[CH:4]=[C:5]([CH2:19][NH:20][C:21](=[O:27])[O:22][C:23]([CH3:26])([CH3:25])[CH3:24])[CH:6]=[CH:7][C:8]=1[O:9][C:10]1[CH:15]=[CH:14][C:13]([N+:16]([O-])=O)=[CH:12][N:11]=1. Product: [NH2:16][C:13]1[CH:14]=[CH:15][C:10]([O:9][C:8]2[CH:7]=[CH:6][C:5]([CH2:19][NH:20][C:21](=[O:27])[O:22][C:23]([CH3:24])([CH3:25])[CH3:26])=[CH:4][C:3]=2[O:2][CH3:1])=[N:11][CH:12]=1. The catalyst class is: 256. (7) Reactant: [H-].[Na+].[CH2:3]([C:5]1[C:27]([F:28])=[CH:26][C:8]([O:9][C:10]2[CH:24]=[CH:23][C:13]([C:14]([N:16]3[CH2:21][CH2:20][NH:19][C:18](=[O:22])[CH2:17]3)=[O:15])=[CH:12][C:11]=2[F:25])=[C:7]([O:29][CH3:30])[CH:6]=1)[CH3:4].Br[CH2:32][C:33]([NH2:35])=[O:34].C(OCC)(=O)C. Product: [CH2:3]([C:5]1[C:27]([F:28])=[CH:26][C:8]([O:9][C:10]2[CH:24]=[CH:23][C:13]([C:14]([N:16]3[CH2:21][CH2:20][N:19]([CH2:32][C:33]([NH2:35])=[O:34])[C:18](=[O:22])[CH2:17]3)=[O:15])=[CH:12][C:11]=2[F:25])=[C:7]([O:29][CH3:30])[CH:6]=1)[CH3:4]. The catalyst class is: 30.